This data is from Forward reaction prediction with 1.9M reactions from USPTO patents (1976-2016). The task is: Predict the product of the given reaction. (1) Given the reactants [F:1][C:2]1[C:3]([CH2:14][N:15]([CH3:23])[C:16](=[O:22])[O:17][C:18]([CH3:21])([CH3:20])[CH3:19])=[CH:4][NH:5][C:6]=1[C:7]1[C:8]([F:13])=[N:9][CH:10]=[CH:11][CH:12]=1.[H-].[Na+].C1OCCOCCOCCOCCOC1.[N:41]1([S:46](Cl)(=[O:48])=[O:47])[CH2:45][CH2:44][CH2:43][CH2:42]1, predict the reaction product. The product is: [F:1][C:2]1[C:3]([CH2:14][N:15]([CH3:23])[C:16](=[O:22])[O:17][C:18]([CH3:19])([CH3:20])[CH3:21])=[CH:4][N:5]([S:46]([N:41]2[CH2:45][CH2:44][CH2:43][CH2:42]2)(=[O:48])=[O:47])[C:6]=1[C:7]1[C:8]([F:13])=[N:9][CH:10]=[CH:11][CH:12]=1. (2) Given the reactants [F:1][C:2]1[CH:10]=[C:9]([F:11])[CH:8]=[CH:7][C:3]=1[C:4]([OH:6])=[O:5].Cl[S:13]([OH:16])(=O)=[O:14].C(OCC)(=O)C.[CH2:23]([NH2:25])[CH3:24], predict the reaction product. The product is: [CH2:23]([NH:25][S:13]([C:8]1[C:9]([F:11])=[CH:10][C:2]([F:1])=[C:3]([CH:7]=1)[C:4]([OH:6])=[O:5])(=[O:16])=[O:14])[CH3:24]. (3) Given the reactants [F:1][C:2]1[CH:7]=[C:6]([F:8])[CH:5]=[CH:4][C:3]=1I.C(=O)([O-])[O-].[Cs+].[Cs+].[C:16]([NH:24][C:25]1[CH:37]=[C:36]([CH:38]=[CH2:39])[CH:35]=[CH:34][C:26]=1[C:27]([O:29]C(C)(C)C)=[O:28])(=[O:23])[C:17]1[CH:22]=[CH:21][CH:20]=[CH:19][CH:18]=1.C(O)(=O)CC(CC(O)=O)(C(O)=O)O, predict the reaction product. The product is: [C:16]([NH:24][C:25]1[CH:37]=[C:36](/[CH:38]=[CH:39]/[C:3]2[CH:4]=[CH:5][C:6]([F:8])=[CH:7][C:2]=2[F:1])[CH:35]=[CH:34][C:26]=1[C:27]([OH:29])=[O:28])(=[O:23])[C:17]1[CH:18]=[CH:19][CH:20]=[CH:21][CH:22]=1. (4) Given the reactants Br[C:2]1[CH:11]=[CH:10][C:9]2[N:8]=[CH:7][C:6]3[N:12]([CH3:24])[C:13](=[O:23])[N:14]([C:15]4[C:16]([CH3:22])=[N:17][N:18]([CH3:21])[C:19]=4[CH3:20])[C:5]=3[C:4]=2[CH:3]=1.[F:25][C:26]1[C:27]([NH2:41])=[N:28][CH:29]=[C:30](B2OC(C)(C)C(C)(C)O2)[CH:31]=1, predict the reaction product. The product is: [NH2:41][C:27]1[N:28]=[CH:29][C:30]([C:2]2[CH:11]=[CH:10][C:9]3[N:8]=[CH:7][C:6]4[N:12]([CH3:24])[C:13](=[O:23])[N:14]([C:15]5[C:16]([CH3:22])=[N:17][N:18]([CH3:21])[C:19]=5[CH3:20])[C:5]=4[C:4]=3[CH:3]=2)=[CH:31][C:26]=1[F:25]. (5) Given the reactants [CH3:1][N:2]1[C:10]2[C:5](=[CH:6][CH:7]=[CH:8][CH:9]=2)[CH:4]=[C:3]1[C:11]([NH:13][C:14]1[CH:19]=[CH:18][C:17](B2OC(C)(C)C(C)(C)O2)=[CH:16][CH:15]=1)=[O:12].CN1C2C(=CC=CC=2)C=C1C(O)=O.CC1(C)C(C)(C)OB(C2C=CC(N)=CC=2)O1.Br[C:59]1[N:60]=[C:61]([C@H:69]2[CH2:74][CH2:73][C@H:72]([N:75]3[CH2:80][CH2:79][N:78]([CH3:81])[CH2:77][CH2:76]3)[CH2:71][CH2:70]2)[N:62]2[CH:67]=[CH:66][N:65]=[C:64]([CH3:68])[C:63]=12, predict the reaction product. The product is: [CH3:1][N:2]1[C:10]2[C:5](=[CH:6][CH:7]=[CH:8][CH:9]=2)[CH:4]=[C:3]1[C:11]([NH:13][C:14]1[CH:19]=[CH:18][C:17]([C:59]2[N:60]=[C:61]([C@H:69]3[CH2:74][CH2:73][C@H:72]([N:75]4[CH2:80][CH2:79][N:78]([CH3:81])[CH2:77][CH2:76]4)[CH2:71][CH2:70]3)[N:62]3[CH:67]=[CH:66][N:65]=[C:64]([CH3:68])[C:63]=23)=[CH:16][CH:15]=1)=[O:12]. (6) Given the reactants [N:1]([CH:4]1[CH2:24][N:8]2[C:9]3[C:14]([C:15]([CH2:16][C:17]([O:19]CCC)=[O:18])=[C:7]2[CH2:6][CH2:5]1)=[CH:13][CH:12]=[CH:11][C:10]=3[F:23])=[N+:2]=[N-:3].[CH3:25][CH:26]([C:29]1[CH:34]=[CH:33][CH:32]=[CH:31][CH:30]=1)[C:27]#[CH:28].BrC(C1C=CC=CC=1)C.C([Si](C)(C)C)#C, predict the reaction product. The product is: [F:23][C:10]1[CH:11]=[CH:12][CH:13]=[C:14]2[C:9]=1[N:8]1[CH2:24][CH:4]([N:1]3[C:27]([CH:26]([C:29]4[CH:34]=[CH:33][CH:32]=[CH:31][CH:30]=4)[CH3:25])=[CH:28][N:3]=[N:2]3)[CH2:5][CH2:6][C:7]1=[C:15]2[CH2:16][C:17]([OH:19])=[O:18]. (7) The product is: [CH3:1][O:2][C:3]1[CH:11]=[C:10]2[C:6]([C:7]([CH:12]=[O:13])=[N:8][N:9]2[CH3:14])=[CH:5][CH:4]=1. Given the reactants [CH3:1][O:2][C:3]1[CH:11]=[C:10]2[C:6]([C:7]([CH:12]=[O:13])=[N:8][NH:9]2)=[CH:5][CH:4]=1.[C:14](=O)([O-])[O-].[Cs+].[Cs+].IC, predict the reaction product. (8) Given the reactants CC(C)([O-])C.[K+].[C:7]([C:10]1[CH:15]=[CH:14][CH:13]=[CH:12][N:11]=1)(=[O:9])[CH3:8].[CH3:16][O:17][C:18]1[CH:19]=[C:20]([CH:23]=[CH:24][CH:25]=1)[CH:21]=O, predict the reaction product. The product is: [N:11]1[CH:12]=[CH:13][CH:14]=[CH:15][C:10]=1[C:7](=[O:9])[CH:8]=[CH:21][C:20]1[CH:23]=[CH:24][CH:25]=[C:18]([O:17][CH3:16])[CH:19]=1. (9) Given the reactants [Br:1][C:2]1[CH:3]=[C:4]2[C:8](=[CH:9][CH:10]=1)[N:7]([S:11]([C:14]1[CH:19]=[CH:18][CH:17]=[CH:16][CH:15]=1)(=[O:13])=[O:12])[C:6]([C:20]([O:22][CH2:23][CH3:24])=[O:21])=[C:5]2[S:25]([NH:28][CH2:29][CH2:30][NH:31][C:32]1[CH:37]=[CH:36][C:35]([O:38][CH3:39])=[CH:34][CH:33]=1)(=[O:27])=[O:26].[CH3:40][S:41](Cl)(=[O:43])=[O:42].C(N(CC)CC)C, predict the reaction product. The product is: [Br:1][C:2]1[CH:3]=[C:4]2[C:8](=[CH:9][CH:10]=1)[N:7]([S:11]([C:14]1[CH:19]=[CH:18][CH:17]=[CH:16][CH:15]=1)(=[O:12])=[O:13])[C:6]([C:20]([O:22][CH2:23][CH3:24])=[O:21])=[C:5]2[S:25]([NH:28][CH2:29][CH2:30][N:31]([C:32]1[CH:33]=[CH:34][C:35]([O:38][CH3:39])=[CH:36][CH:37]=1)[S:41]([CH3:40])(=[O:43])=[O:42])(=[O:26])=[O:27]. (10) Given the reactants [C:1]1([C:7]2[CH:12]=[CH:11][N:10]=[C:9]3[NH:13][N:14]=[C:15]([NH2:16])[C:8]=23)[CH:6]=[CH:5][CH:4]=[CH:3][CH:2]=1.CC1(C)OC(=O)[CH:21]([C:25]([C@H:27]2[CH2:32][CH2:31][N:30]([C:33]([O:35][C:36]([CH3:39])([CH3:38])[CH3:37])=[O:34])[C@@H:29]([CH3:40])[CH2:28]2)=O)[C:20](=O)[O:19]1, predict the reaction product. The product is: [CH3:40][CH:29]1[CH2:28][CH:27]([C:25]2[N:14]3[N:13]=[C:9]4[N:10]=[CH:11][CH:12]=[C:7]([C:1]5[CH:2]=[CH:3][CH:4]=[CH:5][CH:6]=5)[C:8]4=[C:15]3[NH:16][C:20](=[O:19])[CH:21]=2)[CH2:32][CH2:31][N:30]1[C:33]([O:35][C:36]([CH3:37])([CH3:39])[CH3:38])=[O:34].